This data is from Peptide-MHC class I binding affinity with 185,985 pairs from IEDB/IMGT. The task is: Regression. Given a peptide amino acid sequence and an MHC pseudo amino acid sequence, predict their binding affinity value. This is MHC class I binding data. (1) The MHC is HLA-B51:01 with pseudo-sequence HLA-B51:01. The binding affinity (normalized) is 0.154. The peptide sequence is LSIPPTAGIL. (2) The peptide sequence is SLLERGQQLGV. The MHC is HLA-B51:01 with pseudo-sequence HLA-B51:01. The binding affinity (normalized) is 0.0847. (3) The peptide sequence is GQTVEMSPF. The MHC is HLA-A26:01 with pseudo-sequence HLA-A26:01. The binding affinity (normalized) is 0.213. (4) The peptide sequence is KQWIVAGAI. The MHC is HLA-A25:01 with pseudo-sequence HLA-A25:01. The binding affinity (normalized) is 0.0847. (5) The peptide sequence is GARVIWMDA. The MHC is HLA-A33:01 with pseudo-sequence HLA-A33:01. The binding affinity (normalized) is 0.